From a dataset of Reaction yield outcomes from USPTO patents with 853,638 reactions. Predict the reaction yield, written as a fraction of the theoretical maximum amount of product (1.0 means a 100% yield; for example, 0.34 means a 34% yield). (1) The yield is 0.850. The catalyst is C(#N)C. The reactants are C(O[CH:4]=[CH:5][C:6](=O)[C:7]([F:10])([F:9])[F:8])C.[CH3:12][S:13][CH2:14][CH:15]=[CH:16][N:17]1CCCC1.C([O-])(=O)C.[NH4+]. The product is [CH3:12][S:13][CH2:14][C:15]1[CH:4]=[CH:5][C:6]([C:7]([F:8])([F:9])[F:10])=[N:17][CH:16]=1. (2) The reactants are [CH3:1][SiH:2]([CH3:26])[O:3][CH:4]([C:20]([CH3:25])([CH3:24])[CH:21]([CH3:23])[CH3:22])[C@H:5]1[N:10]2[C:11]3[CH:12]=[CH:13][C:14]([OH:18])=[CH:15][C:16]=3[CH:17]=[C:9]2[C:8](=[O:19])[NH:7][CH2:6]1.[CH:27]([N:30]1[CH2:35][CH2:34][CH:33](O)[CH2:32][CH2:31]1)([CH3:29])[CH3:28].C1(P(C2C=CC=CC=2)C2C=CC=CC=2)C=CC=CC=1.C(OC(N=NC(OC(C)(C)C)=O)=O)(C)(C)C. No catalyst specified. The product is [CH3:1][SiH:2]([CH3:26])[O:3][CH:4]([C:20]([CH3:24])([CH3:25])[CH:21]([CH3:22])[CH3:23])[C@H:5]1[N:10]2[C:11]3[CH:12]=[CH:13][C:14]([O:18][CH:33]4[CH2:34][CH2:35][N:30]([CH:27]([CH3:29])[CH3:28])[CH2:31][CH2:32]4)=[CH:15][C:16]=3[CH:17]=[C:9]2[C:8](=[O:19])[NH:7][CH2:6]1. The yield is 0.400. (3) The reactants are [Br:1][C:2]1[CH:7]=[C:6]([F:8])[CH:5]=[CH:4][C:3]=1[C:9]1([CH2:22][O:23][CH2:24][C:25]2[CH:26]=[C:27]([C:35]3[CH:40]=[CH:39][C:38]([C:41]#[N:42])=[CH:37][CH:36]=3)[CH:28]=[C:29]([C:31]([F:34])([F:33])[F:32])[CH:30]=2)[CH2:14][CH2:13][N:12](C(OC(C)(C)C)=O)[CH2:11][CH2:10]1. The catalyst is ClCCl.FC(F)(F)C(O)=O. The product is [Br:1][C:2]1[CH:7]=[C:6]([F:8])[CH:5]=[CH:4][C:3]=1[C:9]1([CH2:22][O:23][CH2:24][C:25]2[CH:26]=[C:27]([C:35]3[CH:40]=[CH:39][C:38]([C:41]#[N:42])=[CH:37][CH:36]=3)[CH:28]=[C:29]([C:31]([F:34])([F:32])[F:33])[CH:30]=2)[CH2:14][CH2:13][NH:12][CH2:11][CH2:10]1. The yield is 0.690. (4) The reactants are [F:1][C:2]1[CH:7]=[CH:6][C:5]([F:8])=[CH:4][C:3]=1/[CH:9]=[CH:10]/[CH2:11]O.[ClH:13]. The catalyst is O1CCOCC1. The product is [Cl:13][CH2:11]/[CH:10]=[CH:9]/[C:3]1[CH:4]=[C:5]([F:8])[CH:6]=[CH:7][C:2]=1[F:1]. The yield is 0.890.